Dataset: Forward reaction prediction with 1.9M reactions from USPTO patents (1976-2016). Task: Predict the product of the given reaction. (1) Given the reactants [C:1]1([NH2:8])[CH:6]=[CH:5][CH:4]=[CH:3][C:2]=1[NH2:7].[CH3:9][O:10][C:11]1[CH:12]=[C:13]([CH:19]=[CH:20][CH:21]=1)[O:14][CH2:15][C:16](O)=O, predict the reaction product. The product is: [N:7]1[C:2]2[CH:3]=[CH:4][CH:5]=[CH:6][C:1]=2[NH:8][C:16]=1[CH2:15][O:14][C:13]1[CH:19]=[CH:20][CH:21]=[C:11]([O:10][CH3:9])[CH:12]=1. (2) Given the reactants [O:1]=[S:2]1(=[O:44])[C:8]2[CH:9]=[CH:10][CH:11]=[CH:12][C:7]=2[CH2:6][N:5]([C:13]2[CH:22]=[C:21]([NH:23][C:24](=[O:42])[CH2:25][CH:26]([N:31]3C(=O)C4C(=CC=CC=4)C3=O)[C:27]([F:30])([F:29])[F:28])[C:20]3[C:15](=[CH:16][CH:17]=[C:18]([CH3:43])[CH:19]=3)[N:14]=2)[CH2:4][CH2:3]1.CN, predict the reaction product. The product is: [NH2:31][CH:26]([C:27]([F:28])([F:29])[F:30])[CH2:25][C:24]([NH:23][C:21]1[C:20]2[C:15](=[CH:16][CH:17]=[C:18]([CH3:43])[CH:19]=2)[N:14]=[C:13]([N:5]2[CH2:6][C:7]3[CH:12]=[CH:11][CH:10]=[CH:9][C:8]=3[S:2](=[O:44])(=[O:1])[CH2:3][CH2:4]2)[CH:22]=1)=[O:42].